This data is from Full USPTO retrosynthesis dataset with 1.9M reactions from patents (1976-2016). The task is: Predict the reactants needed to synthesize the given product. (1) Given the product [OH:42][C:31]1[C:30](=[O:29])[N:9]([C:10]2[S:11][C:12]([S:15]([C:18]3[CH:19]=[CH:20][C:21]([N+:24]([O-:26])=[O:25])=[CH:22][CH:23]=3)(=[O:16])=[O:17])=[CH:13][N:14]=2)[CH:7]([C:3]2[CH:2]=[N:1][CH:6]=[CH:5][CH:4]=2)[C:32]=1[C:33](=[O:41])[C:34]1[CH:39]=[CH:38][C:37]([CH3:40])=[CH:36][CH:35]=1, predict the reactants needed to synthesize it. The reactants are: [N:1]1[CH:6]=[CH:5][CH:4]=[C:3]([CH:7]=O)[CH:2]=1.[NH2:9][C:10]1[S:11][C:12]([S:15]([C:18]2[CH:23]=[CH:22][C:21]([N+:24]([O-:26])=[O:25])=[CH:20][CH:19]=2)(=[O:17])=[O:16])=[CH:13][N:14]=1.C([O:29][C:30](=O)[C:31]([OH:42])=[CH:32][C:33](=[O:41])[C:34]1[CH:39]=[CH:38][C:37]([CH3:40])=[CH:36][CH:35]=1)C. (2) Given the product [CH3:4][C@H:3]1[C@H:2]([CH3:1])[O:6][S:8](=[O:7])(=[O:12])[O:5]1, predict the reactants needed to synthesize it. The reactants are: [CH3:1][C@H:2]([OH:6])[C@@H:3]([OH:5])[CH3:4].[O:7]=[S:8](Cl)Cl.I([O-])(=O)(=O)=[O:12].[Na+]. (3) Given the product [OH:17][CH2:16][C:4]1[C:5]([C:12]([F:13])([F:14])[F:15])=[C:6]([C:7]([O:9][CH2:10][CH3:11])=[O:8])[N:2]([CH3:1])[N:3]=1, predict the reactants needed to synthesize it. The reactants are: [CH3:1][N:2]1[C:6]([C:7]([O:9][CH2:10][CH3:11])=[O:8])=[C:5]([C:12]([F:15])([F:14])[F:13])[C:4]([C:16](OCC)=[O:17])=[N:3]1.[H-].C([Al+]CC(C)C)C(C)C.O.